From a dataset of Reaction yield outcomes from USPTO patents with 853,638 reactions. Predict the reaction yield, written as a fraction of the theoretical maximum amount of product (1.0 means a 100% yield; for example, 0.34 means a 34% yield). (1) The reactants are [CH2:1]([CH:8]([C:22]([OH:24])=[O:23])[C:9](O)([CH2:13][CH2:14][C:15]1[CH:20]=[CH:19][CH:18]=[CH:17][CH:16]=1)[C:10]([OH:12])=O)[C:2]1[CH:7]=[CH:6][CH:5]=[CH:4][CH:3]=1.C(OC(=O)C)(=O)C. The catalyst is CCCCCC.C(OCC)(=O)C. The product is [CH2:1]([C:8]1[C:22]([O:24][C:10](=[O:12])[C:9]=1[CH2:13][CH2:14][C:15]1[CH:16]=[CH:17][CH:18]=[CH:19][CH:20]=1)=[O:23])[C:2]1[CH:3]=[CH:4][CH:5]=[CH:6][CH:7]=1. The yield is 0.810. (2) The reactants are [BH4-].[Na+].[C:3]([O:7][C:8]([N:10]1[CH2:13][CH:12]([C:14](O)=[O:15])[CH2:11]1)=[O:9])([CH3:6])([CH3:5])[CH3:4].II. The catalyst is C1COCC1. The product is [OH:15][CH2:14][CH:12]1[CH2:13][N:10]([C:8]([O:7][C:3]([CH3:6])([CH3:5])[CH3:4])=[O:9])[CH2:11]1. The yield is 0.630. (3) The reactants are [C:1]([O:5][C:6]([NH:8][CH:9]1[C:27](=[O:28])[N:26]2[CH:22]([CH2:23][CH:24]([OH:29])[CH2:25]2)[C:21](=[O:30])[NH:20][C:19]2([C:31]([O:33]CC)=[O:32])[CH:17]([CH2:18]2)[CH:16]=[CH:15][CH2:14][CH2:13][CH2:12][CH2:11][CH2:10]1)=[O:7])([CH3:4])([CH3:3])[CH3:2].[H-].[Na+].F[C:39]1[CH:44]=[CH:43][C:42]([N+:45]([O-:47])=[O:46])=[CH:41][CH:40]=1. The catalyst is C1COCC1. The product is [C:1]([O:5][C:6]([NH:8][CH:9]1[C:27](=[O:28])[N:26]2[CH:22]([CH2:23][CH:24]([O:29][C:39]3[CH:44]=[CH:43][C:42]([N+:45]([O-:47])=[O:46])=[CH:41][CH:40]=3)[CH2:25]2)[C:21](=[O:30])[NH:20][C:19]2([C:31]([OH:33])=[O:32])[CH:17]([CH2:18]2)[CH:16]=[CH:15][CH2:14][CH2:13][CH2:12][CH2:11][CH2:10]1)=[O:7])([CH3:3])([CH3:2])[CH3:4]. The yield is 0.440. (4) The reactants are [Cl:1][C:2]1[CH:3]=[N:4][C:5]2[C:10]([CH:11]=1)=[CH:9][C:8]([CH2:12]O)=[CH:7][C:6]=2[F:14].O=S(Cl)[Cl:17]. No catalyst specified. The product is [Cl:1][C:2]1[CH:3]=[N:4][C:5]2[C:10]([CH:11]=1)=[CH:9][C:8]([CH2:12][Cl:17])=[CH:7][C:6]=2[F:14]. The yield is 0.960. (5) The reactants are [CH:1]1[C:13]2[CH:12]([CH2:14][O:15][C:16]([NH:18][C@@H:19]([CH2:27][C:28]3[CH:29]=[N:30][C:31](Br)=[CH:32][CH:33]=3)[C:20]([O:22][C:23]([CH3:26])([CH3:25])[CH3:24])=[O:21])=[O:17])[C:11]3[C:6](=[CH:7][CH:8]=[CH:9][CH:10]=3)[C:5]=2[CH:4]=[CH:3][CH:2]=1.[CH2:35]([C:37]1[CH:42]=[CH:41][CH:40]=[CH:39][C:38]=1B(O)O)[CH3:36].[C:46](=O)([O-])[O-:47].[Na+].[Na+]. The catalyst is C(O)(C)C.C1(C)C=CC=CC=1. The product is [CH:1]1[C:13]2[CH:12]([CH2:14][O:15][C:16]([NH:18][C@@H:19]([CH2:27][C:28]3[CH:29]=[N:30][C:31]([C:38]4[CH:39]=[CH:40][C:41]([O:47][CH3:46])=[CH:42][C:37]=4[CH2:35][CH3:36])=[CH:32][CH:33]=3)[C:20]([O:22][C:23]([CH3:26])([CH3:25])[CH3:24])=[O:21])=[O:17])[C:11]3[C:6](=[CH:7][CH:8]=[CH:9][CH:10]=3)[C:5]=2[CH:4]=[CH:3][CH:2]=1. The yield is 0.590. (6) The reactants are CCOC(/N=N/C(OCC)=O)=O.[C:13]([O:17][C:18]([N:20]1[CH2:24][CH2:23][C@@H:22]([OH:25])[CH2:21]1)=[O:19])([CH3:16])([CH3:15])[CH3:14].[Br:26][C:27]1[C:36]2[C:31](=[CH:32][CH:33]=[C:34](O)[CH:35]=2)[N:30]=[CH:29][CH:28]=1.C1(P(C2C=CC=CC=2)C2C=CC=CC=2)C=CC=CC=1. The catalyst is C1COCC1.CCOC(C)=O.C1CCCCC1.CCOC(C)=O. The product is [C:13]([O:17][C:18]([N:20]1[CH2:24][CH2:23][C@H:22]([O:25][C:34]2[CH:35]=[C:36]3[C:31](=[CH:32][CH:33]=2)[N:30]=[CH:29][CH:28]=[C:27]3[Br:26])[CH2:21]1)=[O:19])([CH3:16])([CH3:14])[CH3:15]. The yield is 0.780. (7) The reactants are Br[C:2]1[CH:3]=[C:4]2[CH:10]=[N:9][NH:8][C:5]2=[CH:6][N:7]=1.C([O-])([O-])=O.[Na+].[Na+].[N:17]1[CH:22]=[CH:21][CH:20]=[C:19](B(O)O)[CH:18]=1. The catalyst is CN(C=O)C.C1C=CC(P(C2C=CC=CC=2)[C-]2C=CC=C2)=CC=1.C1C=CC(P(C2C=CC=CC=2)[C-]2C=CC=C2)=CC=1.Cl[Pd]Cl.[Fe+2]. The product is [N:17]1[CH:22]=[CH:21][CH:20]=[C:19]([C:2]2[CH:3]=[C:4]3[CH:10]=[N:9][NH:8][C:5]3=[CH:6][N:7]=2)[CH:18]=1. The yield is 0.600.